From a dataset of Reaction yield outcomes from USPTO patents with 853,638 reactions. Predict the reaction yield, written as a fraction of the theoretical maximum amount of product (1.0 means a 100% yield; for example, 0.34 means a 34% yield). (1) The reactants are Br[C:2]1[CH:7]=[C:6]([O:8][CH3:9])[C:5]([OH:10])=[C:4]([O:11][CH3:12])[CH:3]=1.[O:13]1[CH:17]=[CH:16][CH:15]=[C:14]1B(O)O. No catalyst specified. The product is [O:13]1[CH:17]=[CH:16][CH:15]=[C:14]1[C:2]1[CH:7]=[C:6]([O:8][CH3:9])[C:5]([OH:10])=[C:4]([O:11][CH3:12])[CH:3]=1. The yield is 0.790. (2) The reactants are [CH:1]([O:4][C:5]([N:7]1[CH2:12][CH2:11][CH:10]([O:13][C:14]2[CH:19]=[C:18]([O:20][C:21]3[C:22]([CH3:36])=[N:23][C:24]([NH:27][CH2:28][CH:29]4[CH2:33][O:32]C(C)(C)[O:30]4)=[CH:25][CH:26]=3)[N:17]=[CH:16][N:15]=2)[CH2:9][CH2:8]1)=[O:6])([CH3:3])[CH3:2].Cl. The catalyst is C1COCC1.C(Cl)Cl. The product is [CH:1]([O:4][C:5]([N:7]1[CH2:8][CH2:9][CH:10]([O:13][C:14]2[CH:19]=[C:18]([O:20][C:21]3[C:22]([CH3:36])=[N:23][C:24]([NH:27][CH2:28][CH:29]([OH:30])[CH2:33][OH:32])=[CH:25][CH:26]=3)[N:17]=[CH:16][N:15]=2)[CH2:11][CH2:12]1)=[O:6])([CH3:3])[CH3:2]. The yield is 0.540. (3) The reactants are CO[C:3]1[CH:11]=[C:10]2[C:6]([CH:7]=[N:8][NH:9]2)=[CH:5][CH:4]=1.[C:12](=[O:15])([O-])[O-].[K+].[K+].[CH3:18]I.N#N. The catalyst is CN(C=O)C. The product is [CH3:12][O:15][C:4]1[CH:5]=[C:6]2[C:10](=[CH:11][CH:3]=1)[N:9]([CH3:18])[N:8]=[CH:7]2. The yield is 0.470. (4) The reactants are Br[CH2:2][CH2:3][CH2:4][C:5]1[CH:15]=[CH:14][C:8]([C:9]([O:11][CH2:12][CH3:13])=[O:10])=[CH:7][CH:6]=1.[C:16]([O-:19])(=[S:18])[CH3:17].[K+]. The catalyst is C(C(C)=O)C.[I-].[Na+]. The product is [C:16]([S:18][CH2:2][CH2:3][CH2:4][C:5]1[CH:15]=[CH:14][C:8]([C:9]([O:11][CH2:12][CH3:13])=[O:10])=[CH:7][CH:6]=1)(=[O:19])[CH3:17]. The yield is 0.800. (5) The reactants are [NH:1]([C:3]1[C:4]([O:11][CH3:12])=[N:5][C:6]([O:9][CH3:10])=[N:7][CH:8]=1)[NH2:2].[CH2:13]([O:15][C:16](=[O:25])[C:17](=O)[CH2:18][C:19](=O)[CH:20]([CH3:22])[CH3:21])[CH3:14]. The catalyst is C1(C)C=CC=CC=1. The product is [CH3:10][O:9][C:6]1[N:5]=[C:4]([O:11][CH3:12])[C:3]([N:1]2[C:19]([CH:20]([CH3:21])[CH3:22])=[CH:18][C:17]([C:16]([O:15][CH2:13][CH3:14])=[O:25])=[N:2]2)=[CH:8][N:7]=1. The yield is 0.720. (6) The reactants are [O:1]1[C:5]2[CH:6]=[CH:7][C:8](/[C:10](=[N:25]/O)/[NH:11][C:12](=[O:24])[CH2:13][CH:14]3[CH2:19][CH2:18][N:17]([CH:20]4[CH2:23][CH2:22][CH2:21]4)[CH2:16][CH2:15]3)=[CH:9][C:4]=2[O:3][CH2:2]1. The catalyst is CN(C)C=O. The product is [O:1]1[C:5]2[CH:6]=[CH:7][C:8]([C:10]3[N:11]=[C:12]([CH2:13][CH:14]4[CH2:15][CH2:16][N:17]([CH:20]5[CH2:23][CH2:22][CH2:21]5)[CH2:18][CH2:19]4)[O:24][N:25]=3)=[CH:9][C:4]=2[O:3][CH2:2]1. The yield is 0.316.